Dataset: NCI-60 drug combinations with 297,098 pairs across 59 cell lines. Task: Regression. Given two drug SMILES strings and cell line genomic features, predict the synergy score measuring deviation from expected non-interaction effect. (1) Drug 1: CC12CCC3C(C1CCC2=O)CC(=C)C4=CC(=O)C=CC34C. Drug 2: C1CCC(CC1)NC(=O)N(CCCl)N=O. Cell line: UO-31. Synergy scores: CSS=47.9, Synergy_ZIP=3.36, Synergy_Bliss=2.91, Synergy_Loewe=5.17, Synergy_HSA=5.01. (2) Drug 1: CCC1(CC2CC(C3=C(CCN(C2)C1)C4=CC=CC=C4N3)(C5=C(C=C6C(=C5)C78CCN9C7C(C=CC9)(C(C(C8N6C)(C(=O)OC)O)OC(=O)C)CC)OC)C(=O)OC)O.OS(=O)(=O)O. Cell line: SF-539. Synergy scores: CSS=-1.63, Synergy_ZIP=2.81, Synergy_Bliss=6.14, Synergy_Loewe=-0.843, Synergy_HSA=-0.349. Drug 2: CC1CCC2CC(C(=CC=CC=CC(CC(C(=O)C(C(C(=CC(C(=O)CC(OC(=O)C3CCCCN3C(=O)C(=O)C1(O2)O)C(C)CC4CCC(C(C4)OC)O)C)C)O)OC)C)C)C)OC. (3) Drug 1: CC1C(C(CC(O1)OC2CC(CC3=C2C(=C4C(=C3O)C(=O)C5=C(C4=O)C(=CC=C5)OC)O)(C(=O)C)O)N)O.Cl. Drug 2: C1=C(C(=O)NC(=O)N1)N(CCCl)CCCl. Cell line: SK-MEL-2. Synergy scores: CSS=6.00, Synergy_ZIP=4.15, Synergy_Bliss=10.0, Synergy_Loewe=6.55, Synergy_HSA=10.4. (4) Drug 1: CC1=C2C(C(=O)C3(C(CC4C(C3C(C(C2(C)C)(CC1OC(=O)C(C(C5=CC=CC=C5)NC(=O)C6=CC=CC=C6)O)O)OC(=O)C7=CC=CC=C7)(CO4)OC(=O)C)O)C)OC(=O)C. Drug 2: CC1C(C(CC(O1)OC2CC(OC(C2O)C)OC3=CC4=CC5=C(C(=O)C(C(C5)C(C(=O)C(C(C)O)O)OC)OC6CC(C(C(O6)C)O)OC7CC(C(C(O7)C)O)OC8CC(C(C(O8)C)O)(C)O)C(=C4C(=C3C)O)O)O)O. Cell line: HS 578T. Synergy scores: CSS=67.7, Synergy_ZIP=1.65, Synergy_Bliss=0.460, Synergy_Loewe=-1.54, Synergy_HSA=2.08. (5) Drug 1: C1=CC(=CC=C1CCC2=CNC3=C2C(=O)NC(=N3)N)C(=O)NC(CCC(=O)O)C(=O)O. Drug 2: CC12CCC3C(C1CCC2OP(=O)(O)O)CCC4=C3C=CC(=C4)OC(=O)N(CCCl)CCCl.[Na+]. Cell line: COLO 205. Synergy scores: CSS=42.5, Synergy_ZIP=2.77, Synergy_Bliss=3.95, Synergy_Loewe=-16.8, Synergy_HSA=3.97. (6) Drug 1: CC1=C2C(C(=O)C3(C(CC4C(C3C(C(C2(C)C)(CC1OC(=O)C(C(C5=CC=CC=C5)NC(=O)OC(C)(C)C)O)O)OC(=O)C6=CC=CC=C6)(CO4)OC(=O)C)OC)C)OC. Drug 2: CC1=C(N=C(N=C1N)C(CC(=O)N)NCC(C(=O)N)N)C(=O)NC(C(C2=CN=CN2)OC3C(C(C(C(O3)CO)O)O)OC4C(C(C(C(O4)CO)O)OC(=O)N)O)C(=O)NC(C)C(C(C)C(=O)NC(C(C)O)C(=O)NCCC5=NC(=CS5)C6=NC(=CS6)C(=O)NCCC[S+](C)C)O. Cell line: UACC-257. Synergy scores: CSS=28.3, Synergy_ZIP=5.07, Synergy_Bliss=4.62, Synergy_Loewe=-4.10, Synergy_HSA=5.14. (7) Drug 2: C1=NC2=C(N1)C(=S)N=CN2. Synergy scores: CSS=13.5, Synergy_ZIP=-8.84, Synergy_Bliss=-8.55, Synergy_Loewe=-17.1, Synergy_HSA=-7.40. Cell line: HCC-2998. Drug 1: CC(CN1CC(=O)NC(=O)C1)N2CC(=O)NC(=O)C2. (8) Drug 1: C1CC(=O)NC(=O)C1N2CC3=C(C2=O)C=CC=C3N. Synergy scores: CSS=29.4, Synergy_ZIP=0.242, Synergy_Bliss=2.37, Synergy_Loewe=-5.28, Synergy_HSA=5.06. Cell line: A498. Drug 2: C1C(C(OC1N2C=C(C(=O)NC2=O)F)CO)O.